From a dataset of Reaction yield outcomes from USPTO patents with 853,638 reactions. Predict the reaction yield, written as a fraction of the theoretical maximum amount of product (1.0 means a 100% yield; for example, 0.34 means a 34% yield). (1) The reactants are P(Cl)(Cl)(Cl)=O.[Si]([O:13][C@@H:14]([CH3:39])[C@@H:15]([NH:28][C:29]1[CH:34]=[CH:33][C:32]([C:35]#[N:36])=[C:31]([Cl:37])[C:30]=1[CH3:38])[C:16]([NH:18][CH2:19][C:20](=[O:27])[C:21]1[CH:26]=[CH:25][CH:24]=[CH:23][CH:22]=1)=O)(C(C)(C)C)(C)C. The catalyst is C1C=CC=CC=1. The product is [Cl:37][C:31]1[C:30]([CH3:38])=[C:29]([NH:28][C@@H:15]([C:16]2[O:27][C:20]([C:21]3[CH:26]=[CH:25][CH:24]=[CH:23][CH:22]=3)=[CH:19][N:18]=2)[C@@H:14]([OH:13])[CH3:39])[CH:34]=[CH:33][C:32]=1[C:35]#[N:36]. The yield is 0.0400. (2) The reactants are Cl[C:2]1[N:7]=[CH:6][C:5]([S:8]([NH:11][C:12]2[CH:21]=[C:20]([F:22])[C:15]([C:16]([O:18]C)=[O:17])=[C:14]([F:23])[CH:13]=2)(=[O:10])=[O:9])=[CH:4][CH:3]=1.[NH:24]1[CH:28]=[N:27][CH:26]=[N:25]1.P([O-])([O-])([O-])=O.[K+].[K+].[K+].CN[C@@H]1CCCC[C@H]1NC.[OH-].[Na+].Cl. The catalyst is CN1CCCC1=O.O.CO.[Cu]I. The product is [F:22][C:20]1[CH:21]=[C:12]([NH:11][S:8]([C:5]2[CH:6]=[N:7][C:2]([N:24]3[CH:28]=[N:27][CH:26]=[N:25]3)=[CH:3][CH:4]=2)(=[O:10])=[O:9])[CH:13]=[C:14]([F:23])[C:15]=1[C:16]([OH:18])=[O:17]. The yield is 0.360. (3) The reactants are [S:1]1[CH:5]=[CH:4][N:3]=[C:2]1[C:6]1[CH:7]=[N:8][NH:9][C:10]=1[NH2:11].CC1C=CC(S(O)(=O)=O)=CC=1.[Cl:23][C:24]1[CH:29]=[CH:28][C:27]([C:30](=O)[CH2:31][C:32](OCC)=[O:33])=[CH:26][C:25]=1[O:38][CH3:39]. The catalyst is CCCCO. The product is [Cl:23][C:24]1[CH:29]=[CH:28][C:27]([C:30]2[NH:11][C:10]3[N:9]([N:8]=[CH:7][C:6]=3[C:2]3[S:1][CH:5]=[CH:4][N:3]=3)[C:32](=[O:33])[CH:31]=2)=[CH:26][C:25]=1[O:38][CH3:39]. The yield is 0.350. (4) The reactants are Br[CH:2]1[CH:7]=[CH:6][C:5]([CH3:8])=[CH:4][C:3]1([O:10][CH2:11][CH2:12]Cl)C.[CH2:14]([Li])CCC. The catalyst is C1COCC1. The product is [CH3:14][C:7]1[C:2]2[CH2:12][CH2:11][O:10][C:3]=2[CH:4]=[C:5]([CH3:8])[CH:6]=1. The yield is 0.960.